Dataset: Reaction yield outcomes from USPTO patents with 853,638 reactions. Task: Predict the reaction yield, written as a fraction of the theoretical maximum amount of product (1.0 means a 100% yield; for example, 0.34 means a 34% yield). (1) The reactants are [F:1][C:2]1[CH:3]=[C:4]2[C:8](=[CH:9][CH:10]=1)[N:7]([CH2:11][C@@H:12]([NH:18][C:19](=[O:35])[C@@H:20]([NH:25][C:26](=[O:34])[C:27]1[CH:32]=[CH:31][CH:30]=[C:29]([CH3:33])[CH:28]=1)[CH2:21][CH:22]([CH3:24])[CH3:23])[CH2:13][CH2:14]C(O)=O)[CH2:6][CH2:5]2.C1(P(N=[N+]=[N-])(C2C=CC=CC=2)=O)C=CC=CC=1.C([N:55](CC)CC)C.[N-:60]=[C:61]=[O:62].C(=O)(O)N.[N-]=[N+]=[N-]. The catalyst is CC(O)(C)C. The product is [F:1][C:2]1[CH:3]=[C:4]2[C:8](=[CH:9][CH:10]=1)[N:7]([CH2:11][C@@H:12]([NH:18][C:19]([C@@H:20]([NH:25][C:26](=[O:34])[C:27]1[CH:32]=[CH:31][CH:30]=[C:29]([CH3:33])[CH:28]=1)[CH2:21][CH:22]([CH3:23])[CH3:24])=[O:35])[CH2:13][CH2:14][NH:60][C:61]([NH2:55])=[O:62])[CH2:6][CH2:5]2. The yield is 0.200. (2) The reactants are [S:1]([N:11]1[C:15]2=[N:16][CH:17]=[C:18]([CH2:20][NH:21][C:22]([C@@H:24]3[CH2:29][CH2:28][CH2:27][N:26]([C:30]([O:32][C:33]([CH3:36])([CH3:35])[CH3:34])=[O:31])[CH2:25]3)=S)[N:19]=[C:14]2[CH:13]=[CH:12]1)([C:4]1[CH:10]=[CH:9][C:7]([CH3:8])=[CH:6][CH:5]=1)(=[O:3])=[O:2]. The catalyst is O1CCOCC1.FC(F)(F)C([O-])=O.[Hg+2].FC(F)(F)C([O-])=O. The product is [S:1]([N:11]1[C:15]2[N:16]=[CH:17][C:18]3[N:19]([C:22]([C@@H:24]4[CH2:29][CH2:28][CH2:27][N:26]([C:30]([O:32][C:33]([CH3:36])([CH3:35])[CH3:34])=[O:31])[CH2:25]4)=[N:21][CH:20]=3)[C:14]=2[CH:13]=[CH:12]1)([C:4]1[CH:10]=[CH:9][C:7]([CH3:8])=[CH:6][CH:5]=1)(=[O:3])=[O:2]. The yield is 0.870. (3) The reactants are [C:1]([O:5][C:6]([N:8]([CH2:28][C:29]1[CH:34]=[CH:33][C:32]([O:35][CH3:36])=[CH:31][CH:30]=1)[S:9]([N:12]([CH2:22][C:23](OCC)=[O:24])[CH2:13][C:14]1[CH:19]=[CH:18][C:17]([O:20][CH3:21])=[CH:16][CH:15]=1)(=[O:11])=[O:10])=[O:7])([CH3:4])([CH3:3])[CH3:2].[H-].C([Al+]CC(C)C)C(C)C. The catalyst is ClCCl. The product is [CH3:36][O:35][C:32]1[CH:31]=[CH:30][C:29]([CH2:28][N:8]([S:9]([N:12]([CH2:13][C:14]2[CH:15]=[CH:16][C:17]([O:20][CH3:21])=[CH:18][CH:19]=2)[CH2:22][CH:23]=[O:24])(=[O:11])=[O:10])[C:6](=[O:7])[O:5][C:1]([CH3:4])([CH3:2])[CH3:3])=[CH:34][CH:33]=1. The yield is 0.710. (4) The reactants are [C:1](/[N:3]=[C:4](\SC)/[NH:5][C:6]1[CH:11]=[C:10]([Cl:12])[C:9]([C:13]2[CH:18]=[CH:17][C:16]([O:19][CH2:20][CH2:21][CH2:22][C:23]#[N:24])=[CH:15][CH:14]=2)=[C:8]([Cl:25])[CH:7]=1)#[N:2].[NH2:28][NH2:29]. The catalyst is CO. The product is [NH2:2][C:1]1[NH:29][N:28]=[C:4]([NH:5][C:6]2[CH:11]=[C:10]([Cl:12])[C:9]([C:13]3[CH:18]=[CH:17][C:16]([O:19][CH2:20][CH2:21][CH2:22][C:23]#[N:24])=[CH:15][CH:14]=3)=[C:8]([Cl:25])[CH:7]=2)[N:3]=1. The yield is 0.640. (5) The catalyst is CO.[Pt](=O)=O. The yield is 0.690. The reactants are Cl.[Cl:2][C:3]1[CH:4]=[C:5]([C:10]2[CH:11]=[C:12]([CH:17]=[CH:18][N:19]=2)[C:13]([O:15][CH3:16])=[O:14])[CH:6]=[C:7]([Cl:9])[CH:8]=1. The product is [ClH:2].[Cl:9][C:7]1[CH:6]=[C:5]([CH:10]2[CH2:11][CH:12]([C:13]([O:15][CH3:16])=[O:14])[CH2:17][CH2:18][NH:19]2)[CH:4]=[C:3]([Cl:2])[CH:8]=1. (6) The reactants are [Cl:1][C:2]1[CH:3]=[C:4]([S:9]([NH:12][C:13]2[CH:21]=[CH:20][C:16]([C:17]([OH:19])=[O:18])=[C:15]([OH:22])[CH:14]=2)(=[O:11])=[O:10])[CH:5]=[C:6]([Cl:8])[CH:7]=1.[CH3:23][O:24][CH2:25][CH:26](O)[CH2:27][CH3:28]. No catalyst specified. The product is [Cl:8][C:6]1[CH:5]=[C:4]([S:9]([NH:12][C:13]2[CH:21]=[CH:20][C:16]([C:17]([O:19][CH:26]([CH2:25][O:24][CH3:23])[CH2:27][CH3:28])=[O:18])=[C:15]([OH:22])[CH:14]=2)(=[O:10])=[O:11])[CH:3]=[C:2]([Cl:1])[CH:7]=1. The yield is 0.600.